From a dataset of NCI-60 drug combinations with 297,098 pairs across 59 cell lines. Regression. Given two drug SMILES strings and cell line genomic features, predict the synergy score measuring deviation from expected non-interaction effect. (1) Drug 1: C1CN1P(=S)(N2CC2)N3CC3. Drug 2: CCCCCOC(=O)NC1=NC(=O)N(C=C1F)C2C(C(C(O2)C)O)O. Cell line: K-562. Synergy scores: CSS=26.6, Synergy_ZIP=-6.65, Synergy_Bliss=-1.32, Synergy_Loewe=-7.54, Synergy_HSA=2.72. (2) Drug 1: CC1C(C(CC(O1)OC2CC(CC3=C2C(=C4C(=C3O)C(=O)C5=C(C4=O)C(=CC=C5)OC)O)(C(=O)CO)O)N)O.Cl. Drug 2: C1=CC(=CC=C1CCC2=CNC3=C2C(=O)NC(=N3)N)C(=O)NC(CCC(=O)O)C(=O)O. Cell line: NCI-H226. Synergy scores: CSS=5.65, Synergy_ZIP=2.97, Synergy_Bliss=6.11, Synergy_Loewe=-1.05, Synergy_HSA=1.80. (3) Drug 1: CN1CCC(CC1)COC2=C(C=C3C(=C2)N=CN=C3NC4=C(C=C(C=C4)Br)F)OC. Drug 2: C(CCl)NC(=O)N(CCCl)N=O. Cell line: EKVX. Synergy scores: CSS=12.3, Synergy_ZIP=-4.87, Synergy_Bliss=-5.10, Synergy_Loewe=-37.0, Synergy_HSA=-8.03. (4) Cell line: CCRF-CEM. Synergy scores: CSS=54.2, Synergy_ZIP=2.11, Synergy_Bliss=2.50, Synergy_Loewe=-2.34, Synergy_HSA=3.25. Drug 1: C1=CC(=CC=C1CCC2=CNC3=C2C(=O)NC(=N3)N)C(=O)NC(CCC(=O)O)C(=O)O. Drug 2: N.N.Cl[Pt+2]Cl. (5) Drug 1: CC1=CC2C(CCC3(C2CCC3(C(=O)C)OC(=O)C)C)C4(C1=CC(=O)CC4)C. Drug 2: CN1C(=O)N2C=NC(=C2N=N1)C(=O)N. Cell line: NCI-H522. Synergy scores: CSS=2.26, Synergy_ZIP=2.63, Synergy_Bliss=5.33, Synergy_Loewe=-0.449, Synergy_HSA=-0.281.